This data is from NCI-60 drug combinations with 297,098 pairs across 59 cell lines. The task is: Regression. Given two drug SMILES strings and cell line genomic features, predict the synergy score measuring deviation from expected non-interaction effect. (1) Drug 1: CC(CN1CC(=O)NC(=O)C1)N2CC(=O)NC(=O)C2. Drug 2: CC1=C(N=C(N=C1N)C(CC(=O)N)NCC(C(=O)N)N)C(=O)NC(C(C2=CN=CN2)OC3C(C(C(C(O3)CO)O)O)OC4C(C(C(C(O4)CO)O)OC(=O)N)O)C(=O)NC(C)C(C(C)C(=O)NC(C(C)O)C(=O)NCCC5=NC(=CS5)C6=NC(=CS6)C(=O)NCCC[S+](C)C)O. Cell line: OVCAR-4. Synergy scores: CSS=6.72, Synergy_ZIP=-3.63, Synergy_Bliss=-2.08, Synergy_Loewe=-1.68, Synergy_HSA=-1.41. (2) Drug 1: CC1=C(C=C(C=C1)C(=O)NC2=CC(=CC(=C2)C(F)(F)F)N3C=C(N=C3)C)NC4=NC=CC(=N4)C5=CN=CC=C5. Drug 2: CC(C)(C#N)C1=CC(=CC(=C1)CN2C=NC=N2)C(C)(C)C#N. Cell line: HOP-92. Synergy scores: CSS=-0.948, Synergy_ZIP=2.93, Synergy_Bliss=2.38, Synergy_Loewe=-1.22, Synergy_HSA=-1.65. (3) Drug 1: C1CCC(C1)C(CC#N)N2C=C(C=N2)C3=C4C=CNC4=NC=N3. Drug 2: CC1=C(C(=O)C2=C(C1=O)N3CC4C(C3(C2COC(=O)N)OC)N4)N. Cell line: HS 578T. Synergy scores: CSS=10.3, Synergy_ZIP=0.702, Synergy_Bliss=3.74, Synergy_Loewe=-11.2, Synergy_HSA=-1.88. (4) Drug 1: C1CC(=O)NC(=O)C1N2CC3=C(C2=O)C=CC=C3N. Drug 2: CN1C2=C(C=C(C=C2)N(CCCl)CCCl)N=C1CCCC(=O)O.Cl. Cell line: M14. Synergy scores: CSS=0.0655, Synergy_ZIP=0.538, Synergy_Bliss=-0.989, Synergy_Loewe=-1.98, Synergy_HSA=-2.74. (5) Drug 1: CC1=C(C(CCC1)(C)C)C=CC(=CC=CC(=CC(=O)O)C)C. Drug 2: CC1CCCC2(C(O2)CC(NC(=O)CC(C(C(=O)C(C1O)C)(C)C)O)C(=CC3=CSC(=N3)C)C)C. Cell line: CAKI-1. Synergy scores: CSS=34.6, Synergy_ZIP=-3.79, Synergy_Bliss=-2.70, Synergy_Loewe=-6.20, Synergy_HSA=4.52. (6) Drug 2: CC12CCC3C(C1CCC2OP(=O)(O)O)CCC4=C3C=CC(=C4)OC(=O)N(CCCl)CCCl.[Na+]. Drug 1: C1C(C(OC1N2C=C(C(=O)NC2=O)F)CO)O. Cell line: DU-145. Synergy scores: CSS=8.66, Synergy_ZIP=-7.95, Synergy_Bliss=-5.45, Synergy_Loewe=-8.14, Synergy_HSA=-4.53. (7) Drug 1: CN(C)N=NC1=C(NC=N1)C(=O)N. Drug 2: C1CN1P(=S)(N2CC2)N3CC3. Cell line: NCI-H322M. Synergy scores: CSS=-9.77, Synergy_ZIP=3.86, Synergy_Bliss=-0.917, Synergy_Loewe=-7.32, Synergy_HSA=-6.81. (8) Synergy scores: CSS=13.4, Synergy_ZIP=-9.97, Synergy_Bliss=-2.72, Synergy_Loewe=-4.49, Synergy_HSA=-1.13. Drug 1: C1C(C(OC1N2C=NC3=C(N=C(N=C32)Cl)N)CO)O. Drug 2: CCN(CC)CCCC(C)NC1=C2C=C(C=CC2=NC3=C1C=CC(=C3)Cl)OC. Cell line: NCI-H522. (9) Drug 1: CNC(=O)C1=CC=CC=C1SC2=CC3=C(C=C2)C(=NN3)C=CC4=CC=CC=N4. Drug 2: CS(=O)(=O)C1=CC(=C(C=C1)C(=O)NC2=CC(=C(C=C2)Cl)C3=CC=CC=N3)Cl. Cell line: SK-OV-3. Synergy scores: CSS=3.98, Synergy_ZIP=0.934, Synergy_Bliss=2.80, Synergy_Loewe=0.488, Synergy_HSA=0.929.